From a dataset of Catalyst prediction with 721,799 reactions and 888 catalyst types from USPTO. Predict which catalyst facilitates the given reaction. Reactant: [CH2:1]([C:8]1[C:13](=[O:14])[N:12]([C:15]2[CH:20]=[CH:19][CH:18]=[C:17](C(O)=O)[CH:16]=2)[C:11]2[N:24]=[CH:25][CH:26]=[CH:27][C:10]=2[N:9]=1)[C:2]1[CH:7]=[CH:6][CH:5]=[CH:4][CH:3]=1.C(N1C=CN=C1)(N1C=CN=C1)=O.[NH2:40][C:41]1[CH:46]=[CH:45][CH:44]=[CH:43][CH:42]=1.[C:47](=[O:50])(O)[O-].[Na+]. Product: [CH2:1]([C:8]1[C:13](=[O:14])[N:12]([C:15]2[CH:20]=[CH:19][CH:18]=[C:17]([C:47]([NH:40][C:41]3[CH:46]=[CH:45][CH:44]=[CH:43][CH:42]=3)=[O:50])[CH:16]=2)[C:11]2[N:24]=[CH:25][CH:26]=[CH:27][C:10]=2[N:9]=1)[C:2]1[CH:3]=[CH:4][CH:5]=[CH:6][CH:7]=1. The catalyst class is: 54.